From a dataset of Drug-target binding data from BindingDB using IC50 measurements. Regression. Given a target protein amino acid sequence and a drug SMILES string, predict the binding affinity score between them. We predict pIC50 (pIC50 = -log10(IC50 in M); higher means more potent). Dataset: bindingdb_ic50. (1) The compound is COc1cc(/C=C2/SC(=N)NC2=O)ccc1O. The target protein (P97689) has sequence MEDIPTMVKVDRGESQILSCRGRRCGLKVLGYVTGDMKEFANWLKDKPVVLQFMDWILRGISQVVFVSNPISGILILAGLLVQNPWWALCGCVGTVVSTLTALLLSQDRSAIAAGLQGYNATLVGILMAVFSDKGDYFWWLIFPVSAMSMTCPVFSSALSSLFSKWDLPVFTLPFNMALSLYLSATGHYNTFFPSKLFMPVSSVPNITWSELSALELLKSLPVGVGQIYGCDNPWTGAIFLCAILLSSPLMCLHAAIGSLLGVIAGLSLAAPFKDIYSGLWGFNSSLACIAIGGMFMALTWQTHLLALACALFTAYFGACMTHLMAAVHLPACTWSFCLATLLFLLLTTENPNIYRMPLSKVTYSEENRIFYLQNKKRVVDSPL. The pIC50 is 5.2. (2) The drug is C[C@H]1SC(N)=N[C@@]2(c3ccc(F)cc3F)CO[C@@H](C3CC3)C[C@@H]12. The target protein sequence is APELAPAPFTLPLRVAAATNRVVAPTPGPGTPAERHADGLALALEPALASPAGAANFLAMVDNLQGDSGRGYYLEMLIGTPPQKLQILVDTGSSNFAVAGTPHSYIDTYFDTERSSTYRSKGFDVTVKYTQGSWTGFVGEDLVTIPKGFNTSFLVNIATIFESENFFLPGIKWNGILGLAYATLAKPSSSLETFFDSLVTQANIPNVFSMQMCGAGLPVAGSGTNGGSLVLGGIEPSLYKGDIWYTPIKEEWYYQIEILKLEIGGQSLNLDCREYNADKAIVDSGTTLLRLPQKVFDAVVEAVARASLIPEFSDGFWTGSQLACWTNSETPWSYFPKISIYLRDENSSRSFRITILPQLYIQPMMGAGLNYECYRFGISPSTNALVIGATVMEGFYVIFDRAQKRVGFAASPCAEIAGAAVSEISGPFSTEDVASNCVPAQSLSEP. The pIC50 is 5.6. (3) The compound is N#Cc1cc(-c2ccc(O)cc2)nc2ccc(O)cc12. The target protein sequence is MSSDDRHLGSSCGSFIKTEPSSPSSGIDALSHHSPSGSSDASGGFGLALGTHANGLDSPPMFAGAGLGGTPCRKSYEDCASGIMEDSAIKCEYMLNAIPKRLCLVCGDIASGYHYGVASCEACKAFFKRTIQGNIEYSCPATNECEITKRRRKSCQACRFMKCLKVGMLKEGVRLDRVRGGRQKYKRRLDSESSPYLSLQISPPAKKPLTKIVSYLLVAEPDKLYAMPPPGMPEGDIKALTTLCDLADRELVVIIGWAKHIPGFSSLSLGDQMSLLQSAWMEILILGIVYRSLPYDDKLVYAEDYIMDEEHSRLAGLLELYRAILQLVRRYKKLKVEKEEFVTLKALALANSDSMYIEDLEAVQKLQDLLHEALQDYELSQRHEEPWRTGKLLLTLPLLRQTAAKAVQHFYSVKLQGKVPMHKLFLEMLEAKVGQEQLRGSPKDERMSSHDGKCPFQSAAFTSRDQSNSPGIPNPRPSSPTPLNERGRQISPSTRTPGGQ.... The pIC50 is 6.3. (4) The drug is O=C(O)CCC(=O)N1N=C(c2c(-c3cc(Cl)cc(Cl)c3)c3ccccc3[nH]c2=O)CC1c1ccc(Cl)cc1. The target protein (Q62645) has sequence MRGAGGPRGPRGPAKMLLLLALACASPFPEEVPGPGAVGGGTGGARPLNVALVFSGPAYAAEAARLGPAVAAAVRSPGLDVRPVALVLNGSDPRSLVLQLCDLLSGLRVHGVVFEDDSRAPAVAPILDFLSAQTSLPIVAVHGGAALVLTPKEKGSTFLQLGSSTEQQLQVIFEVLEEYDWTSFVAVTTRAPGHRAFLSYIEVLTDGSLVGWEHRGALTLDPGAGEAVLGAQLRSVSAQIRLLFCAREEAEPVFRAAEEAGLTGPGYVWFMVGPQLAGGGGSGVPGEPLLLPGGSPLPAGLFAVRSAGWRDDLARRVAAGVAVVARGAQALLRDYGFLPELGHDCRTQNRTHRGESLHRYFMNITWDNRDYSFNEDGFLVNPSLVVISLTRDRTWEVVGSWEQQTLRLKYPLWSRYGRFLQPVDDTQHLTVATLEERPFVIVEPADPISGTCIRDSVPCRSQLNRTHSPPPDAPRPEKRCCKGFCIDILKRLAHTIGFSY.... The pIC50 is 6.2. (5) The pIC50 is 8.9. The target protein sequence is MGAIGLLWLLPLLLSTAAVGSGMGTGQRAGSPAAGPPLQPREPLSYSRLQRKSLAVDFVVPSLFRVYARDLLLPPSSSELKAGRPEARGSLALDCAPLLRLLGPAPGVSWTAGSPAPAEARTLSRVLKGGSVRKLRRAKQLVLELGEEAILEGCVGPPGEAAVGLLQFNLSELFSWWIRQGEGRLRIRLMPEKKASEVGREGRLSAAIRASQPRLLFQIFGTGHSSLESPTNMPSPSPDYFTWNLTWIMKDSFPFLSHRSRYGLECSFDFPCELEYSPPLHDLRNQSWSWRRIPSEEASQMDLLDGPGAERSKEMPRGSFLLLNTSADSKHTILSPWMRSSSEHCTLAVSVHRHLQPSGRYIAQLLPHNEAAREILLMPTPGKHGWTVLQGRIGRPDNPFRVALEYISSGNRSLSAVDFFALKNCSEGTSPGSKMALQSSFTCWNGTVLQLGQACDFHQDCAQGEDESQMCRKLPVGFYCNFEDGFCGWTQGTLSPHTPQ.... The drug is C[C@@H](Oc1cc(-c2cnn(C3CCNCC3)c2)cnc1N)c1c(Cl)ccc(F)c1Cl. (6) The drug is CC(C)=CCc1c(O)cc2c(c1O)C(=O)C[C@@H](c1cc3c(cc1O)OC(C)(C)C=C3)O2. The target protein (Q64133) has sequence MTDLEKPSITGHMFDVVVIGGGISGLAAAKLLSEYKINVLVLEARDRVGGRTYTVRNEHVKWVDVGGAYVGPTQNRILRLSKELGIETYKVNVNERLVQYVKGKTYPFRGAFPPVWNPLAYLDYNNLWRTMDDMGKEIPVDAPWQARHAEEWDKITMKDLIDKICWTKTAREFAYLFVNINVTSEPHEVSALWFLWYVRQCGGTSRIFSVTNGGQERKFVGGSGQISEQIMVLLGDKVKLSSPVTYIDQTDDNIIIETLNHEHYECKYVISAIPPVLTAKIHFKPELPPERNQLIQRLPMGAVIKCMVYYKEAFWKKKDYCGCMIIEDEEAPISITLDDTKPDGSMPAIMGFILARKAERLAKLHKDIRKRKICELYAKVLGSQEALSPVHYEEKNWCEEQYSGGCYTAYFPPGIMTLYGRVIRQPVGRIYFAGTETATQWSGYMEGAVEAGERAAREVLNALGKVAKKDIWVQEPESKDVPALEITHTFLERNLPSVPG.... The pIC50 is 4.0. (7) The small molecule is O=C(Nc1nc(-c2ccncc2)cs1)C1COc2ccccc2O1. The target protein sequence is MSRPPPTGKMPGAPETAPGDGAGASRQRKLEALIRDPRSPINVESLLDGLNSLVLDLDFPALRKNKNIDNFLNRYEKIVKKIRGLQMKAEDYDVVKVIGRGAFGEVQLVRHKASQKVYAMKLLSKFEMIKRSDSAFFWEERDIMAFANSPWVVQLFYAFQDDRYLYMVMEYMPGGDLVNLMSNYDVPEKWAKFYTAEVVLALDAIHSMGLIHRDVKPDNMLLDKHGHLKLADFGTCMKMDETGMVHCDTAVGTPDYISPEVLKSQGGDGFYGRECDWWSVGVFLYEMLVGDTPFYADSLVGTYSKIMDHKNSLCFPEDAEISKHAKNLICAFLTDREVRLGRNGVEEIRQHPFFKNDQWHWDNIRETAAPVVPELSSDIDSSNFDDIEDDKGDVETFPIPKAFVGNQLPFIGFTYYRENLLLSDSPSCRENDSIQSRKNEESQEIQKKLYTLEEHLSNEMQAKEELEQKCKSVNTRLEKTAKELEEEITLRKSVESALRQ.... The pIC50 is 8.1.